This data is from NCI-60 drug combinations with 297,098 pairs across 59 cell lines. The task is: Regression. Given two drug SMILES strings and cell line genomic features, predict the synergy score measuring deviation from expected non-interaction effect. Drug 1: C1=NC2=C(N1)C(=S)N=CN2. Drug 2: CC1CCC2CC(C(=CC=CC=CC(CC(C(=O)C(C(C(=CC(C(=O)CC(OC(=O)C3CCCCN3C(=O)C(=O)C1(O2)O)C(C)CC4CCC(C(C4)OC)O)C)C)O)OC)C)C)C)OC. Cell line: OVCAR-8. Synergy scores: CSS=19.5, Synergy_ZIP=-3.74, Synergy_Bliss=3.21, Synergy_Loewe=-15.1, Synergy_HSA=1.43.